Predict the product of the given reaction. From a dataset of Forward reaction prediction with 1.9M reactions from USPTO patents (1976-2016). (1) Given the reactants [NH2:1][CH:2]([CH2:12][C:13]1[CH:18]=[CH:17][CH:16]=[C:15]([S:19][C:20]([F:23])([F:22])[F:21])[CH:14]=1)[CH:3]([C:5]1[CH:10]=[CH:9][C:8]([F:11])=[CH:7][CH:6]=1)[OH:4].[F:24][C:25]1[C:34]2[C:29](=[CH:30][CH:31]=[CH:32][CH:33]=2)[C:28]([C:35](O)=[O:36])=[CH:27][CH:26]=1.Cl.C(N=C=NCCCN(C)C)C.O.ON1C2C=CC=CC=2N=N1, predict the reaction product. The product is: [F:24][C:25]1[C:34]2[C:29](=[CH:30][CH:31]=[CH:32][CH:33]=2)[C:28]([C:35]([NH:1][CH:2]([CH2:12][C:13]2[CH:18]=[CH:17][CH:16]=[C:15]([S:19][C:20]([F:23])([F:22])[F:21])[CH:14]=2)[CH:3]([C:5]2[CH:10]=[CH:9][C:8]([F:11])=[CH:7][CH:6]=2)[OH:4])=[O:36])=[CH:27][CH:26]=1. (2) Given the reactants [CH3:1][C:2]1[CH:7]=[C:6]([S:8]([CH3:11])(=[O:10])=[O:9])[CH:5]=[CH:4][C:3]=1[C:12]1[N:17]=[CH:16][C:15]([O:18][CH2:19][CH:20]2[CH2:25][CH2:24][N:23](C(OC(C)(C)C)=O)[CH2:22][CH2:21]2)=[CH:14][CH:13]=1.[C:33]([OH:39])([C:35]([F:38])([F:37])[F:36])=[O:34], predict the reaction product. The product is: [F:36][C:35]([F:38])([F:37])[C:33]([OH:39])=[O:34].[CH3:1][C:2]1[CH:7]=[C:6]([S:8]([CH3:11])(=[O:10])=[O:9])[CH:5]=[CH:4][C:3]=1[C:12]1[CH:13]=[CH:14][C:15]([O:18][CH2:19][CH:20]2[CH2:25][CH2:24][NH:23][CH2:22][CH2:21]2)=[CH:16][N:17]=1. (3) Given the reactants [N:1]1[CH:6]=[CH:5][CH:4]=[CH:3][C:2]=1[C@@H:7]([NH:18]C(=O)OC(C)(C)C)[C:8]1[CH:13]=[CH:12][C:11]([C:14]([F:17])([F:16])[F:15])=[CH:10][CH:9]=1.[C:26]([OH:32])([C:28]([F:31])([F:30])[F:29])=[O:27], predict the reaction product. The product is: [F:29][C:28]([F:31])([F:30])[C:26]([OH:32])=[O:27].[F:29][C:28]([F:31])([F:30])[C:26]([OH:32])=[O:27].[N:1]1[CH:6]=[CH:5][CH:4]=[CH:3][C:2]=1[C@H:7]([C:8]1[CH:13]=[CH:12][C:11]([C:14]([F:15])([F:16])[F:17])=[CH:10][CH:9]=1)[NH2:18]. (4) Given the reactants [C:1]([C:3]1[CH:4]=[C:5]([N+:10]([O-:12])=[O:11])[CH:6]=[CH:7][C:8]=1F)#[N:2].[CH3:13][C:14]1[N:15]=[CH:16][NH:17][CH:18]=1.C(=O)([O-])[O-].[K+].[K+], predict the reaction product. The product is: [CH3:13][C:14]1[N:15]=[CH:16][N:17]([C:8]2[CH:7]=[CH:6][C:5]([N+:10]([O-:12])=[O:11])=[CH:4][C:3]=2[C:1]#[N:2])[CH:18]=1. (5) Given the reactants Cl[C:2]1[N:7]=[CH:6][N:5]=[C:4]([NH:8][C:9]2[CH:10]=[C:11]([CH:16]=[CH:17][C:18]=2[CH3:19])[C:12]([NH:14][CH3:15])=[O:13])[CH:3]=1.[CH2:20]([NH2:25])[C:21]([CH3:24])([CH3:23])[CH3:22], predict the reaction product. The product is: [CH3:22][C:21]([CH3:24])([CH3:23])[CH2:20][NH:25][C:2]1[N:7]=[CH:6][N:5]=[C:4]([NH:8][C:9]2[CH:10]=[C:11]([CH:16]=[CH:17][C:18]=2[CH3:19])[C:12]([NH:14][CH3:15])=[O:13])[CH:3]=1. (6) Given the reactants Cl[C:2]1[C:11]2[C:6](=[CH:7][C:8]([F:13])=[CH:9][C:10]=2[F:12])[N:5]=[C:4]([N:14]2[CH2:18][CH2:17][CH2:16][C@H:15]2[C:19]([O:21][C:22]([CH3:25])([CH3:24])[CH3:23])=[O:20])[C:3]=1[CH3:26].[O:27]1[CH2:32][CH2:31][N:30]([C:33]2[CH:34]=[C:35]([NH2:39])[CH:36]=[N:37][CH:38]=2)[CH2:29][CH2:28]1, predict the reaction product. The product is: [F:12][C:10]1[CH:9]=[C:8]([F:13])[CH:7]=[C:6]2[C:11]=1[C:2]([NH:39][C:35]1[CH:36]=[N:37][CH:38]=[C:33]([N:30]3[CH2:31][CH2:32][O:27][CH2:28][CH2:29]3)[CH:34]=1)=[C:3]([CH3:26])[C:4]([N:14]1[CH2:18][CH2:17][CH2:16][C@H:15]1[C:19]([O:21][C:22]([CH3:25])([CH3:24])[CH3:23])=[O:20])=[N:5]2. (7) The product is: [C:8]([C:10]1[CH:11]=[C:12]2[C:17](=[CH:18][C:19]=1[O:20][CH2:21][CH:22]1[CH2:27][CH2:26][NH:25][CH2:24][CH2:23]1)[N:16]=[CH:15][CH:14]=[C:13]2[O:35][C:36]1[CH:41]=[CH:40][C:39]([NH:42][C:43]([NH:45][CH:46]2[CH2:48][CH2:47]2)=[O:44])=[C:38]([F:49])[CH:37]=1)#[N:9]. Given the reactants FC(F)(F)C(O)=O.[C:8]([C:10]1[CH:11]=[C:12]2[C:17](=[CH:18][C:19]=1[O:20][CH2:21][CH:22]1[CH2:27][CH2:26][N:25](C(OC(C)(C)C)=O)[CH2:24][CH2:23]1)[N:16]=[CH:15][CH:14]=[C:13]2[O:35][C:36]1[CH:41]=[CH:40][C:39]([NH:42][C:43]([NH:45][CH:46]2[CH2:48][CH2:47]2)=[O:44])=[C:38]([F:49])[CH:37]=1)#[N:9].O.C(=O)(O)O, predict the reaction product. (8) Given the reactants [H-].[Na+].[CH3:3][O:4][C:5]1[CH:10]=[CH:9][CH:8]=[CH:7][C:6]=1[C:11]1[CH:12]=[C:13]2[C:18](=[CH:19][CH:20]=1)[NH:17][C:16]([CH3:22])([CH3:21])[CH:15]=[C:14]2[CH2:23][NH:24][C:25](=[O:32])[C:26]1[CH:31]=[CH:30][CH:29]=[CH:28][CH:27]=1.[CH3:33]I, predict the reaction product. The product is: [CH3:3][O:4][C:5]1[CH:10]=[CH:9][CH:8]=[CH:7][C:6]=1[C:11]1[CH:12]=[C:13]2[C:18](=[CH:19][CH:20]=1)[NH:17][C:16]([CH3:22])([CH3:21])[CH:15]=[C:14]2[CH2:23][N:24]([CH3:33])[C:25](=[O:32])[C:26]1[CH:31]=[CH:30][CH:29]=[CH:28][CH:27]=1. (9) Given the reactants [F:1][C:2]1[CH:3]=[C:4]([C:10]2[C:11]([C:17]3[CH:22]=[CH:21][C:20]([O:23][CH3:24])=[CH:19][CH:18]=3)=[CH:12][C:13](=[O:16])[NH:14][N:15]=2)[CH:5]=[CH:6][C:7]=1[O:8][CH3:9].Cl[CH2:26][CH:27]1[CH2:29][CH2:28]1, predict the reaction product. The product is: [CH:27]1([CH2:26][N:14]2[C:13](=[O:16])[CH:12]=[C:11]([C:17]3[CH:18]=[CH:19][C:20]([O:23][CH3:24])=[CH:21][CH:22]=3)[C:10]([C:4]3[CH:5]=[CH:6][C:7]([O:8][CH3:9])=[C:2]([F:1])[CH:3]=3)=[N:15]2)[CH2:29][CH2:28]1.